Dataset: Catalyst prediction with 721,799 reactions and 888 catalyst types from USPTO. Task: Predict which catalyst facilitates the given reaction. (1) Reactant: S(Cl)(Cl)=O.[NH2:5][C@@H:6]([C:10]([OH:12])=[O:11])[C@H:7]([CH3:9])[OH:8].[C:13](=O)([O-])[O-].[K+].[K+].[F:19][C:20]1[CH:37]=[CH:36][C:23]([CH2:24][O:25][C:26]2[CH:31]=[CH:30][C:29]([S:32](Cl)(=[O:34])=[O:33])=[CH:28][CH:27]=2)=[CH:22][CH:21]=1. Product: [CH3:13][O:11][C:10](=[O:12])[C@H:6]([NH:5][S:32]([C:29]1[CH:30]=[CH:31][C:26]([O:25][CH2:24][C:23]2[CH:36]=[CH:37][C:20]([F:19])=[CH:21][CH:22]=2)=[CH:27][CH:28]=1)(=[O:34])=[O:33])[C@@H:7]([OH:8])[CH3:9]. The catalyst class is: 370. (2) Reactant: COC1C=CC=CC=1[CH2:5][C:6]1[N:10]([C:11]2[CH:16]=[CH:15][C:14]([N:17]3[C:23](=[O:24])[CH2:22][C:21](=[O:25])[NH:20][C:19]4[C:26]5[C:31]([CH:32]=[CH:33][C:18]3=4)=[CH:30][CH:29]=[CH:28][CH:27]=5)=[CH:13][CH:12]=2)N=NN=1.[CH3:38][O:39][C:40]1[CH:47]=[CH:46][CH:45]=[CH:44][C:41]=1[CH:42]=O.C(=O)([O-])[O-].[NH4+:52].[NH4+].C(C=O)=O. Product: [CH3:38][O:39][C:40]1[CH:47]=[CH:46][CH:45]=[CH:44][C:41]=1[C:42]1[N:10]([C:11]2[CH:16]=[CH:15][C:14]([N:17]3[C:23](=[O:24])[CH2:22][C:21](=[O:25])[NH:20][C:19]4[C:26]5[C:31]([CH:32]=[CH:33][C:18]3=4)=[CH:30][CH:29]=[CH:28][CH:27]=5)=[CH:13][CH:12]=2)[CH:6]=[CH:5][N:52]=1. The catalyst class is: 5. (3) Reactant: C1C=CC2N(O)N=NC=2C=1.[O:11]=[CH:12][CH2:13][C:14]([OH:16])=O.CCN=C=NCCCN(C)C.Cl.[N:29]1([C:35]2[CH:40]=[CH:39][C:38]([NH2:41])=[CH:37][CH:36]=2)[CH2:34][CH2:33][O:32][CH2:31][CH2:30]1. Product: [N:29]1([C:35]2[CH:36]=[CH:37][C:38]([NH:41][C:14](=[O:16])[CH2:13][CH:12]=[O:11])=[CH:39][CH:40]=2)[CH2:30][CH2:31][O:32][CH2:33][CH2:34]1. The catalyst class is: 792. (4) Reactant: [Br:1][C:2]1[CH:11]=[C:10]2[C:5]([CH:6]=[C:7]([C:12]([O:14]CC)=[O:13])[CH:8]=[N:9]2)=[CH:4][C:3]=1[O:17][CH3:18].[OH-].[Li+]. Product: [Br:1][C:2]1[CH:11]=[C:10]2[C:5]([CH:6]=[C:7]([C:12]([OH:14])=[O:13])[CH:8]=[N:9]2)=[CH:4][C:3]=1[O:17][CH3:18]. The catalyst class is: 7.